This data is from NCI-60 drug combinations with 297,098 pairs across 59 cell lines. The task is: Regression. Given two drug SMILES strings and cell line genomic features, predict the synergy score measuring deviation from expected non-interaction effect. (1) Drug 1: C1=CC(=CC=C1CCC2=CNC3=C2C(=O)NC(=N3)N)C(=O)NC(CCC(=O)O)C(=O)O. Drug 2: CC1C(C(CC(O1)OC2CC(CC3=C2C(=C4C(=C3O)C(=O)C5=C(C4=O)C(=CC=C5)OC)O)(C(=O)CO)O)N)O.Cl. Cell line: UACC62. Synergy scores: CSS=59.3, Synergy_ZIP=-2.47, Synergy_Bliss=-1.89, Synergy_Loewe=-9.41, Synergy_HSA=3.60. (2) Drug 1: CC(C1=C(C=CC(=C1Cl)F)Cl)OC2=C(N=CC(=C2)C3=CN(N=C3)C4CCNCC4)N. Drug 2: C1CC(=O)NC(=O)C1N2C(=O)C3=CC=CC=C3C2=O. Cell line: UO-31. Synergy scores: CSS=8.36, Synergy_ZIP=7.71, Synergy_Bliss=5.82, Synergy_Loewe=0.00740, Synergy_HSA=4.27. (3) Drug 1: CC1=C(N=C(N=C1N)C(CC(=O)N)NCC(C(=O)N)N)C(=O)NC(C(C2=CN=CN2)OC3C(C(C(C(O3)CO)O)O)OC4C(C(C(C(O4)CO)O)OC(=O)N)O)C(=O)NC(C)C(C(C)C(=O)NC(C(C)O)C(=O)NCCC5=NC(=CS5)C6=NC(=CS6)C(=O)NCCC[S+](C)C)O. Drug 2: C1C(C(OC1N2C=NC3=C2NC=NCC3O)CO)O. Cell line: EKVX. Synergy scores: CSS=11.9, Synergy_ZIP=-1.65, Synergy_Bliss=1.35, Synergy_Loewe=-1.45, Synergy_HSA=1.70. (4) Drug 1: C1=CC=C(C(=C1)C(C2=CC=C(C=C2)Cl)C(Cl)Cl)Cl. Drug 2: CC(C)NC(=O)C1=CC=C(C=C1)CNNC.Cl. Cell line: NCI-H522. Synergy scores: CSS=-2.64, Synergy_ZIP=0.944, Synergy_Bliss=-0.954, Synergy_Loewe=-3.08, Synergy_HSA=-3.01. (5) Drug 1: C1CCN(CC1)CCOC2=CC=C(C=C2)C(=O)C3=C(SC4=C3C=CC(=C4)O)C5=CC=C(C=C5)O. Drug 2: C1=CC(=C2C(=C1NCCNCCO)C(=O)C3=C(C=CC(=C3C2=O)O)O)NCCNCCO. Cell line: M14. Synergy scores: CSS=43.6, Synergy_ZIP=5.68, Synergy_Bliss=3.80, Synergy_Loewe=-24.4, Synergy_HSA=3.03. (6) Drug 1: C1CCC(C1)C(CC#N)N2C=C(C=N2)C3=C4C=CNC4=NC=N3. Drug 2: CCC1(CC2CC(C3=C(CCN(C2)C1)C4=CC=CC=C4N3)(C5=C(C=C6C(=C5)C78CCN9C7C(C=CC9)(C(C(C8N6C=O)(C(=O)OC)O)OC(=O)C)CC)OC)C(=O)OC)O.OS(=O)(=O)O. Cell line: DU-145. Synergy scores: CSS=18.2, Synergy_ZIP=-3.93, Synergy_Bliss=1.22, Synergy_Loewe=-1.35, Synergy_HSA=2.43. (7) Drug 1: CN1C(=O)N2C=NC(=C2N=N1)C(=O)N. Drug 2: CCCCCOC(=O)NC1=NC(=O)N(C=C1F)C2C(C(C(O2)C)O)O. Cell line: RXF 393. Synergy scores: CSS=-6.76, Synergy_ZIP=0.692, Synergy_Bliss=-2.37, Synergy_Loewe=-6.83, Synergy_HSA=-6.46. (8) Synergy scores: CSS=25.7, Synergy_ZIP=10.4, Synergy_Bliss=13.4, Synergy_Loewe=-2.47, Synergy_HSA=13.2. Cell line: PC-3. Drug 1: CC1=C(C(=CC=C1)Cl)NC(=O)C2=CN=C(S2)NC3=CC(=NC(=N3)C)N4CCN(CC4)CCO. Drug 2: COCCOC1=C(C=C2C(=C1)C(=NC=N2)NC3=CC=CC(=C3)C#C)OCCOC.Cl. (9) Drug 2: COC1=C2C(=CC3=C1OC=C3)C=CC(=O)O2. Synergy scores: CSS=57.8, Synergy_ZIP=-1.55, Synergy_Bliss=-0.331, Synergy_Loewe=-11.1, Synergy_HSA=-1.72. Drug 1: CCCCC(=O)OCC(=O)C1(CC(C2=C(C1)C(=C3C(=C2O)C(=O)C4=C(C3=O)C=CC=C4OC)O)OC5CC(C(C(O5)C)O)NC(=O)C(F)(F)F)O. Cell line: PC-3. (10) Drug 1: C1=CC(=CC=C1CCCC(=O)O)N(CCCl)CCCl. Drug 2: CC1=C(C=C(C=C1)C(=O)NC2=CC(=CC(=C2)C(F)(F)F)N3C=C(N=C3)C)NC4=NC=CC(=N4)C5=CN=CC=C5. Cell line: MALME-3M. Synergy scores: CSS=2.05, Synergy_ZIP=-5.33, Synergy_Bliss=-4.15, Synergy_Loewe=-6.57, Synergy_HSA=-5.91.